From a dataset of Reaction yield outcomes from USPTO patents with 853,638 reactions. Predict the reaction yield, written as a fraction of the theoretical maximum amount of product (1.0 means a 100% yield; for example, 0.34 means a 34% yield). (1) The reactants are ClC1C=CC2SC=C([CH2:9][N:10]3CCN(C4SC(C(O)=O)=C(C)N=4)C3=O)C=2C=1.[F:27][C:28]1[CH:49]=[CH:48][C:31]([CH2:32][N:33]2[CH2:37][CH2:36][N:35]([C:38]3[S:39][C:40]([C:44](O)=[O:45])=[C:41]([CH3:43])[N:42]=3)[C:34]2=[O:47])=[CH:30][CH:29]=1.CN. No catalyst specified. The product is [F:27][C:28]1[CH:29]=[CH:30][C:31]([CH2:32][N:33]2[CH2:37][CH2:36][N:35]([C:38]3[S:39][C:40]([C:44]([NH:10][CH3:9])=[O:45])=[C:41]([CH3:43])[N:42]=3)[C:34]2=[O:47])=[CH:48][CH:49]=1. The yield is 0.410. (2) The reactants are F[C:2]1[C:3]([N+:18]([O-:20])=[O:19])=[C:4]([CH:14]=[C:15]([F:17])[CH:16]=1)[NH:5][C:6]1[CH:11]=[CH:10][C:9]([I:12])=[CH:8][C:7]=1[F:13].[NH2:21][C:22]1[C:23]([CH3:29])=[C:24]([OH:28])[CH:25]=[CH:26][CH:27]=1.C(=O)([O-])[O-].[Cs+].[Cs+]. The catalyst is CN(C=O)C.C(OCC)(=O)C. The product is [NH2:21][C:22]1[C:23]([CH3:29])=[C:24]([CH:25]=[CH:26][CH:27]=1)[O:28][C:2]1[C:3]([N+:18]([O-:20])=[O:19])=[C:4]([CH:14]=[C:15]([F:17])[CH:16]=1)[NH:5][C:6]1[CH:11]=[CH:10][C:9]([I:12])=[CH:8][C:7]=1[F:13]. The yield is 0.260. (3) The reactants are [C:1]([O:5][C:6](=[O:37])[N:7]([CH2:12][C:13]1[CH:14]=[N:15][C:16]([C:19]2[S:27][C:26]3[C:21](=[N:22][CH:23]=[CH:24][C:25]=3[O:28][C:29]3[CH:34]=[CH:33][C:32]([NH2:35])=[CH:31][C:30]=3[F:36])[CH:20]=2)=[CH:17][CH:18]=1)[CH2:8][CH2:9][O:10][CH3:11])([CH3:4])([CH3:3])[CH3:2].ClC(Cl)(O[C:42](=[O:48])OC(Cl)(Cl)Cl)Cl.CC[N:52]([CH:56]([CH3:58])[CH3:57])C(C)C.C1(N)CC1. The catalyst is O1CCCC1. The product is [C:1]([O:5][C:6](=[O:37])[N:7]([CH2:12][C:13]1[CH:14]=[N:15][C:16]([C:19]2[S:27][C:26]3[C:21](=[N:22][CH:23]=[CH:24][C:25]=3[O:28][C:29]3[CH:34]=[CH:33][C:32]([NH:35][C:42]([NH:52][CH:56]4[CH2:58][CH2:57]4)=[O:48])=[CH:31][C:30]=3[F:36])[CH:20]=2)=[CH:17][CH:18]=1)[CH2:8][CH2:9][O:10][CH3:11])([CH3:4])([CH3:2])[CH3:3]. The yield is 0.670. (4) The reactants are [C:1]([C:3]1[CH:4]=[C:5]2[C:10](=[CH:11][C:12]=1[O:13][CH3:14])[C:9]([CH3:16])([CH3:15])[C:8](=[O:17])[CH2:7][CH2:6]2)#[CH:2].C1COCC1. The catalyst is C(O)C.[Pd]. The product is [CH2:1]([C:3]1[CH:4]=[C:5]2[C:10](=[CH:11][C:12]=1[O:13][CH3:14])[C:9]([CH3:16])([CH3:15])[C:8](=[O:17])[CH2:7][CH2:6]2)[CH3:2]. The yield is 0.910. (5) The reactants are [CH3:1][N:2]([CH3:16])[CH2:3][C:4]#[C:5][C:6]1[CH:7]=[N:8][C:9]([CH3:15])=[C:10]([N+:12]([O-])=O)[CH:11]=1. The catalyst is CCO.[Ni]. The product is [CH3:16][N:2]([CH3:1])[CH2:3][CH2:4][CH2:5][C:6]1[CH:11]=[C:10]([NH2:12])[C:9]([CH3:15])=[N:8][CH:7]=1. The yield is 0.930. (6) The reactants are [Cl:1][C:2]1[C:3]([O:12][C:13]2[CH:17]=[C:16]([CH2:18][CH3:19])[NH:15][N:14]=2)=[N:4][CH:5]=[C:6]([C:8]([F:11])([F:10])[F:9])[CH:7]=1.[CH2:20]([N:22]=[C:23]=[O:24])[CH3:21]. No catalyst specified. The product is [CH2:20]([NH:22][C:23]([N:15]1[C:16]([CH2:18][CH3:19])=[CH:17][C:13]([O:12][C:3]2[C:2]([Cl:1])=[CH:7][C:6]([C:8]([F:10])([F:11])[F:9])=[CH:5][N:4]=2)=[N:14]1)=[O:24])[CH3:21]. The yield is 0.230. (7) The reactants are [F:1][C:2]1[CH:22]=[CH:21][C:5]([CH2:6][O:7][C:8]2[CH:17]=[C:16]3[C:11]([CH:12]=[C:13]([C:18](=[O:20])[CH3:19])[CH:14]=[N:15]3)=[CH:10][CH:9]=2)=[CH:4][CH:3]=1.[BH4-].[Na+].[Li+].[BH4-]. The catalyst is C1COCC1. The product is [F:1][C:2]1[CH:22]=[CH:21][C:5]([CH2:6][O:7][C:8]2[CH:17]=[C:16]3[C:11]([CH:12]=[C:13]([CH:18]([OH:20])[CH3:19])[CH:14]=[N:15]3)=[CH:10][CH:9]=2)=[CH:4][CH:3]=1. The yield is 0.380.